Dataset: Forward reaction prediction with 1.9M reactions from USPTO patents (1976-2016). Task: Predict the product of the given reaction. Given the reactants [C:1]([C:3]1[CH:4]=[C:5]2[C:10](=[C:11]([OH:13])[CH:12]=1)[O:9][C:8]([CH3:15])([CH3:14])[CH2:7][C:6]2([CH3:17])[CH3:16])#[CH:2].[CH3:18][O:19][C:20](=[O:30])[CH2:21][C:22]1[CH:27]=[CH:26][C:25](I)=[CH:24][C:23]=1[F:29].C(N(CC)CC)C.C(OCC)(=O)C, predict the reaction product. The product is: [CH3:18][O:19][C:20](=[O:30])[CH2:21][C:22]1[CH:27]=[CH:26][C:25]([C:2]#[C:1][C:3]2[CH:4]=[C:5]3[C:10](=[C:11]([OH:13])[CH:12]=2)[O:9][C:8]([CH3:15])([CH3:14])[CH2:7][C:6]3([CH3:17])[CH3:16])=[CH:24][C:23]=1[F:29].